Task: Predict the reactants needed to synthesize the given product.. Dataset: Full USPTO retrosynthesis dataset with 1.9M reactions from patents (1976-2016) (1) Given the product [CH3:29][O:30][C:31](=[O:39])[C:32]1[CH:37]=[C:36]([O:38][CH2:25][C:22]2[S:23][CH:24]=[C:20]([C:17]3[CH:18]=[CH:19][C:14]([CH2:13][O:12][C:11]4[CH:27]=[CH:28][C:8]([CH:4]([CH2:5][CH2:6][CH3:7])[CH2:1][CH2:2][CH3:3])=[CH:9][CH:10]=4)=[CH:15][CH:16]=3)[CH:21]=2)[CH:35]=[N:34][CH:33]=1, predict the reactants needed to synthesize it. The reactants are: [CH2:1]([CH:4]([C:8]1[CH:28]=[CH:27][C:11]([O:12][CH2:13][C:14]2[CH:19]=[CH:18][C:17]([C:20]3[CH:21]=[C:22]([CH2:25]Cl)[S:23][CH:24]=3)=[CH:16][CH:15]=2)=[CH:10][CH:9]=1)[CH2:5][CH2:6][CH3:7])[CH2:2][CH3:3].[CH3:29][O:30][C:31](=[O:39])[C:32]1[CH:37]=[C:36]([OH:38])[CH:35]=[N:34][CH:33]=1.C(=O)([O-])[O-].[Cs+].[Cs+].[I-].[K+]. (2) Given the product [Br-:1].[CH3:7][CH:6]([CH3:8])[CH2:5][CH2:4][CH2:3][CH2:2][P+:15]([C:16]1[CH:17]=[CH:18][CH:19]=[CH:20][CH:21]=1)([C:22]1[CH:27]=[CH:26][CH:25]=[CH:24][CH:23]=1)[C:9]1[CH:10]=[CH:11][CH:12]=[CH:13][CH:14]=1, predict the reactants needed to synthesize it. The reactants are: [Br:1][CH2:2][CH2:3][CH2:4][CH2:5][CH:6]([CH3:8])[CH3:7].[C:9]1([P:15]([C:22]2[CH:27]=[CH:26][CH:25]=[CH:24][CH:23]=2)[C:16]2[CH:21]=[CH:20][CH:19]=[CH:18][CH:17]=2)[CH:14]=[CH:13][CH:12]=[CH:11][CH:10]=1. (3) Given the product [CH3:42][C:43]([CH3:48])([CH3:47])[C:44]([NH:46][C:14]1[C:13]2[C:8](=[CH:9][CH:10]=[C:11]([O:16][C:17]3[CH:22]=[CH:21][C:20]([O:23][CH:24]([CH3:25])[CH3:26])=[C:19]([O:27][C:28]([F:29])([F:31])[F:30])[CH:18]=3)[CH:12]=2)[N:7]([C:32]2[CH:33]=[CH:34][C:35]([O:38][CH:39]([CH3:41])[CH3:40])=[CH:36][CH:37]=2)[C:6]=1[C:4]([OH:3])=[O:5])=[O:45], predict the reactants needed to synthesize it. The reactants are: C([O:3][C:4]([C:6]1[N:7]([C:32]2[CH:37]=[CH:36][C:35]([O:38][CH:39]([CH3:41])[CH3:40])=[CH:34][CH:33]=2)[C:8]2[C:13]([C:14]=1Br)=[CH:12][C:11]([O:16][C:17]1[CH:22]=[CH:21][C:20]([O:23][CH:24]([CH3:26])[CH3:25])=[C:19]([O:27][C:28]([F:31])([F:30])[F:29])[CH:18]=1)=[CH:10][CH:9]=2)=[O:5])C.[CH3:42][C:43]([CH3:48])([CH3:47])[C:44]([NH2:46])=[O:45]. (4) The reactants are: C[O:2][C:3]([C:5]1[C:6]([OH:31])=[C:7]2[C:12](=[C:13]([C:15]#[N:16])[N:14]=1)[N:11]([CH2:17][C:18]1[CH:23]=[CH:22][CH:21]=[CH:20][CH:19]=1)[C:10](=[O:24])[C:9]([C:25]1[CH:30]=[CH:29][CH:28]=[CH:27][CH:26]=1)=[CH:8]2)=O.[NH2:32][CH2:33][C:34]1[CH:39]=[CH:38][N:37]=[CH:36][CH:35]=1.CC(O)=O.O. Given the product [N:37]1[CH:38]=[CH:39][C:34]([CH2:33][NH:32][C:3]([C:5]2[C:6]([OH:31])=[C:7]3[C:12](=[C:13]([C:15]#[N:16])[N:14]=2)[N:11]([CH2:17][C:18]2[CH:19]=[CH:20][CH:21]=[CH:22][CH:23]=2)[C:10](=[O:24])[C:9]([C:25]2[CH:30]=[CH:29][CH:28]=[CH:27][CH:26]=2)=[CH:8]3)=[O:2])=[CH:35][CH:36]=1, predict the reactants needed to synthesize it.